Dataset: Forward reaction prediction with 1.9M reactions from USPTO patents (1976-2016). Task: Predict the product of the given reaction. (1) Given the reactants [F:1][C:2]1([F:30])[CH2:8][N:7]([CH:9]([CH3:11])[CH3:10])[C:6]2[N:12]=[C:13]([NH:16][C:17]3[CH:25]=[CH:24][C:20]([C:21](O)=[O:22])=[CH:19][C:18]=3[O:26][CH3:27])[N:14]=[CH:15][C:5]=2[N:4]([CH3:28])[C:3]1=[O:29].C(N(C(C)C)C(C)C)C.[O:40]1[CH2:45][CH2:44][CH:43]([NH2:46])[CH2:42][CH2:41]1, predict the reaction product. The product is: [F:30][C:2]1([F:1])[CH2:8][N:7]([CH:9]([CH3:11])[CH3:10])[C:6]2[N:12]=[C:13]([NH:16][C:17]3[CH:25]=[CH:24][C:20]([C:21]([NH:46][CH:43]4[CH2:44][CH2:45][O:40][CH2:41][CH2:42]4)=[O:22])=[CH:19][C:18]=3[O:26][CH3:27])[N:14]=[CH:15][C:5]=2[N:4]([CH3:28])[C:3]1=[O:29]. (2) Given the reactants [Cl:1][C:2]1[C:3]([CH3:29])=[N:4][S:5][C:6]=1[NH:7][C:8](=[O:28])[C:9]([C:14]1[CH:15]=[CH:16][C:17]2[O:21][C:20]([CH2:22][C:23]([CH3:26])([CH3:25])[CH3:24])=[N:19][C:18]=2[CH:27]=1)=[CH:10][N:11]([CH3:13])C.Cl.[CH2:31](N)C, predict the reaction product. The product is: [Cl:1][C:2]1[C:3]([CH3:29])=[N:4][S:5][C:6]=1[NH:7][C:8](=[O:28])[C:9]([C:14]1[CH:15]=[CH:16][C:17]2[O:21][C:20]([CH2:22][C:23]([CH3:25])([CH3:24])[CH3:26])=[N:19][C:18]=2[CH:27]=1)=[CH:10][NH:11][CH2:13][CH3:31]. (3) The product is: [C:25]([C:23]1[N:24]=[C:19]([CH2:18][N:15]2[CH2:16][CH2:17][N:13]([C@@H:8]([C:9]([CH3:10])([CH3:12])[CH3:11])[C:6]([O:5][C:1]([CH3:2])([CH3:4])[CH3:3])=[O:7])[C:14]2=[O:29])[CH:20]=[CH:21][CH:22]=1)(=[O:27])[CH3:30]. Given the reactants [C:1]([O:5][C:6]([C@@H:8]([N:13]1[CH2:17][CH2:16][N:15]([CH2:18][C:19]2[N:24]=[C:23]([C:25]([O:27]C)=O)[CH:22]=[CH:21][CH:20]=2)[C:14]1=[O:29])[C:9]([CH3:12])([CH3:11])[CH3:10])=[O:7])([CH3:4])([CH3:3])[CH3:2].[CH3:30][Mg]Br, predict the reaction product.